This data is from Forward reaction prediction with 1.9M reactions from USPTO patents (1976-2016). The task is: Predict the product of the given reaction. (1) Given the reactants C(O)(C(F)(F)F)=O.C(OC(N1CCC[C@H]1C1NC2C=C(C3C=C4C(=CC=3)C=C(C3C=CC(C5NC([C@@H]6CCCN6C(OCC6C=CC=CC=6)=O)=NC=5)=CC=3)C=C4)C=CC=2N=1)=O)(C)(C)C.C(OC([N:72]1[CH2:76][CH2:75][CH2:74][C@H:73]1[C:77]1[NH:81][C:80]2[CH:82]=[C:83]([C:86]3[CH:95]=[C:94]4[C:89]([CH:90]=[CH:91][C:92]([C:96]5[CH:101]=[CH:100][C:99]([C:102]6[NH:106][C:105]([C@@H:107]7[CH2:111][CH2:110][CH2:109][N:108]7[C:112]([O:114][CH2:115][C:116]7[CH:121]=[CH:120][CH:119]=[CH:118][CH:117]=7)=[O:113])=[N:104][CH:103]=6)=[CH:98][CH:97]=5)=[CH:93]4)=[CH:88][CH:87]=3)[CH:84]=[CH:85][C:79]=2[N:78]=1)=O)(C)(C)C.N1CCC[C@H]1C1NC2C=C(C3C=C4C(=CC=3)C=C(C3C=CC(C5NC([C@@H]6CCCN6C(OCC6C=CC=CC=6)=O)=NC=5)=CC=3)C=C4)C=CC=2N=1, predict the reaction product. The product is: [NH:72]1[CH2:76][CH2:75][CH2:74][C@H:73]1[C:77]1[NH:81][C:80]2[CH:82]=[C:83]([C:86]3[CH:95]=[C:94]4[C:89]([CH:90]=[CH:91][C:92]([C:96]5[CH:97]=[CH:98][C:99]([C:102]6[NH:106][C:105]([C@@H:107]7[CH2:111][CH2:110][CH2:109][N:108]7[C:112]([O:114][CH2:115][C:116]7[CH:117]=[CH:118][CH:119]=[CH:120][CH:121]=7)=[O:113])=[N:104][CH:103]=6)=[CH:100][CH:101]=5)=[CH:93]4)=[CH:88][CH:87]=3)[CH:84]=[CH:85][C:79]=2[N:78]=1. (2) Given the reactants N1C(C)=CC=CC=1C.[Cl:9][C:10]1[CH:15]=[CH:14][C:13]([C:16]2[CH:21]=[CH:20][CH:19]=[CH:18][C:17]=2[C@H:22]([OH:40])[CH:23]2[CH2:28][CH2:27][N:26]([C:29]3[CH:39]=[CH:38][C:32]([C:33]([O:35][CH2:36][CH3:37])=[O:34])=[CH:31][CH:30]=3)[CH2:25][CH2:24]2)=[CH:12][CH:11]=1.FC(F)(F)S(O[Si:47]([C:50]([CH3:53])([CH3:52])[CH3:51])([CH3:49])[CH3:48])(=O)=O, predict the reaction product. The product is: [Si:47]([O:40][C@@H:22]([C:17]1[CH:18]=[CH:19][CH:20]=[CH:21][C:16]=1[C:13]1[CH:12]=[CH:11][C:10]([Cl:9])=[CH:15][CH:14]=1)[CH:23]1[CH2:28][CH2:27][N:26]([C:29]2[CH:30]=[CH:31][C:32]([C:33]([O:35][CH2:36][CH3:37])=[O:34])=[CH:38][CH:39]=2)[CH2:25][CH2:24]1)([C:50]([CH3:53])([CH3:52])[CH3:51])([CH3:49])[CH3:48]. (3) Given the reactants [C:1]1([S:7][CH:8]=[CH:9][C:10]([OH:12])=O)[CH:6]=[CH:5][CH:4]=[CH:3][CH:2]=1.[NH2:13][C:14]1[S:18][C:17]([S:19][CH3:20])=[N:16][CH:15]=1, predict the reaction product. The product is: [CH3:20][S:19][C:17]1[S:18][C:14]([NH:13][C:10](=[O:12])[CH:9]=[CH:8][S:7][C:1]2[CH:2]=[CH:3][CH:4]=[CH:5][CH:6]=2)=[CH:15][N:16]=1. (4) The product is: [Cl:7][C:8]1[CH:13]=[C:12]([N:4]2[CH:3]=[C:2]([F:1])[CH:6]=[N:5]2)[N:11]=[CH:10][N:9]=1. Given the reactants [F:1][C:2]1[CH:3]=[N:4][NH:5][CH:6]=1.[Cl:7][C:8]1[CH:13]=[C:12](Cl)[N:11]=[CH:10][N:9]=1.C([O-])([O-])=O.[K+].[K+], predict the reaction product. (5) Given the reactants I[C:2]1[C:7]([O:8][C:9]2[C:18]3[C:13](=[CH:14][C:15]([O:21][CH3:22])=[C:16]([O:19][CH3:20])[CH:17]=3)[N:12]=[CH:11][CH:10]=2)=[CH:6][CH:5]=[C:4]([CH3:23])[N:3]=1.[CH2:24]([C:28]1[CH:33]=[CH:32][C:31](B(O)O)=[CH:30][CH:29]=1)[CH2:25][CH2:26][CH3:27].C(=O)([O-])O.[Na+], predict the reaction product. The product is: [CH2:24]([C:28]1[CH:33]=[CH:32][C:31]([C:2]2[C:7]([O:8][C:9]3[C:18]4[C:13](=[CH:14][C:15]([O:21][CH3:22])=[C:16]([O:19][CH3:20])[CH:17]=4)[N:12]=[CH:11][CH:10]=3)=[CH:6][CH:5]=[C:4]([CH3:23])[N:3]=2)=[CH:30][CH:29]=1)[CH2:25][CH2:26][CH3:27]. (6) The product is: [CH3:21][O:20][C:18]1[CH:17]=[CH:16][C:14]2[N:15]=[C:11]([C:9]3[N:8]=[C:6]4[N:5]([CH:10]=3)[N:4]=[C:3]([S:2][CH3:1])[S:7]4)[O:12][C:13]=2[CH:19]=1. Given the reactants [CH3:1][S:2][C:3]1[S:7][C:6]2=[N:8][C:9]([C:11]3[O:12][C:13]4[CH:19]=[C:18]([OH:20])[CH:17]=[CH:16][C:14]=4[N:15]=3)=[CH:10][N:5]2[N:4]=1.[CH3:21]I.[H-].[Na+].O, predict the reaction product. (7) Given the reactants C1(C)C=CC(S([CH2:10][N+:11]#[C-:12])(=O)=O)=CC=1.[CH3:14][N:15]=[CH:16][C:17]1[CH:22]=[CH:21][C:20]([NH:23][C:24](=[O:26])[CH3:25])=[CH:19][CH:18]=1.C(=O)([O-])[O-].[K+].[K+], predict the reaction product. The product is: [CH3:14][N:15]1[C:16]([C:17]2[CH:22]=[CH:21][C:20]([NH:23][C:24](=[O:26])[CH3:25])=[CH:19][CH:18]=2)=[CH:12][N:11]=[CH:10]1. (8) Given the reactants C([NH:8][CH:9]1[CH2:14][CH2:13][N:12]([C:15]([O:17][C:18]([CH3:21])([CH3:20])[CH3:19])=[O:16])[CH2:11][CH:10]1[F:22])C1C=CC=CC=1, predict the reaction product. The product is: [NH2:8][C@H:9]1[CH2:14][CH2:13][N:12]([C:15]([O:17][C:18]([CH3:20])([CH3:19])[CH3:21])=[O:16])[CH2:11][C@H:10]1[F:22]. (9) The product is: [C:1]([O:5][C:6]([N:8]1[CH2:13][C@@H:12]([C:14](=[O:37])[NH:15][CH2:16][C:17]2([CH2:31][CH2:32][CH2:33][CH2:34][O:35][CH3:36])[C:30]3[CH:29]=[CH:28][CH:27]=[CH:26][C:25]=3[O:24][C:23]3[C:18]2=[CH:19][CH:20]=[CH:21][CH:22]=3)[CH2:11][C@@H:10]([C:38](=[O:40])[N:48]([CH:49]2[CH2:50][CH2:51]2)[CH2:47][C:44]2[CH:43]=[CH:42][N:41]=[CH:46][CH:45]=2)[CH2:9]1)=[O:7])([CH3:4])([CH3:2])[CH3:3]. Given the reactants [C:1]([O:5][C:6]([N:8]1[CH2:13][C@@H:12]([C:14](=[O:37])[NH:15][CH2:16][C:17]2([CH2:31][CH2:32][CH2:33][CH2:34][O:35][CH3:36])[C:30]3[CH:29]=[CH:28][CH:27]=[CH:26][C:25]=3[O:24][C:23]3[C:18]2=[CH:19][CH:20]=[CH:21][CH:22]=3)[CH2:11][C@@H:10]([C:38]([OH:40])=O)[CH2:9]1)=[O:7])([CH3:4])([CH3:3])[CH3:2].[N:41]1[CH:46]=[CH:45][C:44]([CH2:47][NH:48][CH:49]2[CH2:51][CH2:50]2)=[CH:43][CH:42]=1, predict the reaction product.